This data is from Forward reaction prediction with 1.9M reactions from USPTO patents (1976-2016). The task is: Predict the product of the given reaction. (1) The product is: [CH3:1][O:2][C:3]1[C:8]2[O:9][C:10]3[CH:15]=[CH:14][CH:13]=[CH:12][C:11]=3[C:7]=2[C:6]([C:16]2([C:27]#[N:28])[CH2:25][CH2:24][C:23]3[N:22]=[CH:21][N:20]([CH3:29])[C:19](=[O:26])[C:18]=3[CH2:17]2)=[CH:5][CH:4]=1. Given the reactants [CH3:1][O:2][C:3]1[C:8]2[O:9][C:10]3[CH:15]=[CH:14][CH:13]=[CH:12][C:11]=3[C:7]=2[C:6]([C:16]2([C:27]#[N:28])[CH2:25][CH2:24][C:23]3[N:22]=[CH:21][NH:20][C:19](=[O:26])[C:18]=3[CH2:17]2)=[CH:5][CH:4]=1.[C:29](=O)([O-])[O-].[Cs+].[Cs+].IC, predict the reaction product. (2) Given the reactants [C:1]([C:3]1[CH:4]=[N:5][C:6]([NH:21][CH2:22][C:23]2[CH:28]=[CH:27][C:26](B3OC(C)(C)C(C)(C)O3)=[CH:25][CH:24]=2)=[C:7]([CH:20]=1)[C:8]([NH:10][C@H:11]([C:13]1[CH:18]=[CH:17][C:16]([F:19])=[CH:15][CH:14]=1)[CH3:12])=[O:9])#[N:2].[C:38]([O:42][C:43](=[O:59])[NH:44][C@@H:45]1[CH2:50][CH2:49][CH2:48][N:47]([C:51]2[C:56]([NH2:57])=[N:55][CH:54]=[C:53](Br)[N:52]=2)[CH2:46]1)([CH3:41])([CH3:40])[CH3:39].C(=O)(O)[O-].[Na+].O, predict the reaction product. The product is: [C:38]([O:42][C:43](=[O:59])[NH:44][C@@H:45]1[CH2:50][CH2:49][CH2:48][N:47]([C:51]2[C:56]([NH2:57])=[N:55][CH:54]=[C:53]([C:26]3[CH:27]=[CH:28][C:23]([CH2:22][NH:21][C:6]4[C:7]([C:8](=[O:9])[NH:10][C@H:11]([C:13]5[CH:14]=[CH:15][C:16]([F:19])=[CH:17][CH:18]=5)[CH3:12])=[CH:20][C:3]([C:1]#[N:2])=[CH:4][N:5]=4)=[CH:24][CH:25]=3)[N:52]=2)[CH2:46]1)([CH3:41])([CH3:39])[CH3:40]. (3) Given the reactants [C:1]1([C:17]2[CH:22]=[CH:21][CH:20]=[CH:19][CH:18]=2)[CH:6]=[CH:5][CH:4]=[CH:3][C:2]=1[C:7]([N:9]1[CH2:16][CH:15]2[CH:11]([CH2:12][NH:13][CH2:14]2)[CH2:10]1)=[O:8].Cl[C:24]1[N:29]=[C:28]([C:30]2[O:31][CH:32]=[CH:33][CH:34]=2)[CH:27]=[CH:26][N:25]=1, predict the reaction product. The product is: [C:1]1([C:17]2[CH:22]=[CH:21][CH:20]=[CH:19][CH:18]=2)[CH:6]=[CH:5][CH:4]=[CH:3][C:2]=1[C:7]([N:9]1[CH2:10][CH:11]2[CH:15]([CH2:14][N:13]([C:24]3[N:29]=[C:28]([C:30]4[O:31][CH:32]=[CH:33][CH:34]=4)[CH:27]=[CH:26][N:25]=3)[CH2:12]2)[CH2:16]1)=[O:8]. (4) Given the reactants [NH2:1][C:2]1[C:3]([Cl:9])=[N:4][CH:5]=[CH:6][C:7]=1[NH2:8].[N+:10]([C:13]1[CH:18]=[CH:17][C:16]([N:19]=[C:20]=S)=[CH:15][CH:14]=1)([O-:12])=[O:11].CC(N=C=NC(C)C)C, predict the reaction product. The product is: [Cl:9][C:3]1[C:2]2[NH:1][C:20]([NH:19][C:16]3[CH:15]=[CH:14][C:13]([N+:10]([O-:12])=[O:11])=[CH:18][CH:17]=3)=[N:8][C:7]=2[CH:6]=[CH:5][N:4]=1.